Dataset: Catalyst prediction with 721,799 reactions and 888 catalyst types from USPTO. Task: Predict which catalyst facilitates the given reaction. Reactant: [F:1][C:2]1[CH:34]=[CH:33][CH:32]=[CH:31][C:3]=1[CH2:4][N:5]1[C:9]([C:10]2[S:11][CH:12]=[CH:13][N:14]=2)=[N:8][C:7]([C:15]2[N:20]=[C:19]([NH2:21])[C:18]([N:22]=NC3C=CC=CC=3)=[C:17]([NH2:30])[N:16]=2)=[N:6]1.[OH-].[Na+].S(S([O-])=O)([O-])=O.[Na+].[Na+].CC#N.CO.C(Cl)Cl. Product: [F:1][C:2]1[CH:34]=[CH:33][CH:32]=[CH:31][C:3]=1[CH2:4][N:5]1[C:9]([C:10]2[S:11][CH:12]=[CH:13][N:14]=2)=[N:8][C:7]([C:15]2[N:20]=[C:19]([NH2:21])[C:18]([NH2:22])=[C:17]([NH2:30])[N:16]=2)=[N:6]1. The catalyst class is: 85.